This data is from Catalyst prediction with 721,799 reactions and 888 catalyst types from USPTO. The task is: Predict which catalyst facilitates the given reaction. Reactant: [H-].[H-].[H-].[H-].[Li+].[Al+3].[F:7][C:8]1[CH:9]=[C:10]([CH:22]=[CH:23][CH:24]=1)[CH2:11][O:12][CH2:13][C:14]1[CH:21]=[CH:20][C:17]([C:18]#[N:19])=[CH:16][CH:15]=1.O.[OH-].[Na+]. Product: [F:7][C:8]1[CH:9]=[C:10]([CH:22]=[CH:23][CH:24]=1)[CH2:11][O:12][CH2:13][C:14]1[CH:21]=[CH:20][C:17]([CH2:18][NH2:19])=[CH:16][CH:15]=1. The catalyst class is: 1.